This data is from CYP1A2 inhibition data for predicting drug metabolism from PubChem BioAssay. The task is: Regression/Classification. Given a drug SMILES string, predict its absorption, distribution, metabolism, or excretion properties. Task type varies by dataset: regression for continuous measurements (e.g., permeability, clearance, half-life) or binary classification for categorical outcomes (e.g., BBB penetration, CYP inhibition). Dataset: cyp1a2_veith. The molecule is COc1ccccc1CN1CC2(CCN(S(=O)(=O)c3ccccc3)CC2)C1. The result is 0 (non-inhibitor).